This data is from Full USPTO retrosynthesis dataset with 1.9M reactions from patents (1976-2016). The task is: Predict the reactants needed to synthesize the given product. (1) Given the product [C:1]([O:5][C:6](=[O:35])[NH:7][C:8]1([C:12]2[CH:13]=[CH:14][C:15]([C:18]3[C:19]([C:29]4[CH:34]=[CH:33][CH:32]=[CH:31][CH:30]=4)=[CH:20][C:40]4[N:41]([CH3:42])[C:43](=[O:44])[N:22]([CH3:23])[CH2:21][C:26]=4[N:27]=3)=[CH:16][CH:17]=2)[CH2:9][CH2:10][CH2:11]1)([CH3:4])([CH3:2])[CH3:3], predict the reactants needed to synthesize it. The reactants are: [C:1]([O:5][C:6](=[O:35])[NH:7][C:8]1([C:12]2[CH:17]=[CH:16][C:15]([C:18]3[C:19]([C:29]4[CH:34]=[CH:33][CH:32]=[CH:31][CH:30]=4)=[CH:20][C:21]4[NH:22][C:23](=O)NC[C:26]=4[N:27]=3)=[CH:14][CH:13]=2)[CH2:11][CH2:10][CH2:9]1)([CH3:4])([CH3:3])[CH3:2].[H-].[Na+].CI.[CH3:40][N:41]([CH:43]=[O:44])[CH3:42]. (2) Given the product [CH2:1]([C@H:5]1[CH2:10][CH2:9][C@H:8]([C@H:11]2[CH2:16][CH2:15][C@H:14]([CH2:17][Cl:27])[CH2:13][CH2:12]2)[CH2:7][CH2:6]1)[CH2:2][CH2:3][CH3:4], predict the reactants needed to synthesize it. The reactants are: [CH2:1]([C@H:5]1[CH2:10][CH2:9][C@H:8]([C@H:11]2[CH2:16][CH2:15][C@H:14]([CH2:17]O)[CH2:13][CH2:12]2)[CH2:7][CH2:6]1)[CH2:2][CH2:3][CH3:4].N1C=CC=CC=1.S(Cl)([Cl:27])=O. (3) Given the product [C:7]([O:11][C:12](=[O:23])[NH:13][C@H:14]([CH3:22])[CH2:15][CH:16]=[O:17])([CH3:10])([CH3:8])[CH3:9], predict the reactants needed to synthesize it. The reactants are: [H-].[Al+3].[Li+].[H-].[H-].[H-].[C:7]([O:11][C:12](=[O:23])[NH:13][C@H:14]([CH3:22])[CH2:15][C:16](N(OC)C)=[O:17])([CH3:10])([CH3:9])[CH3:8]. (4) Given the product [C:24]([O:23][C:21]([N:19]([CH3:20])[CH:17]([CH3:18])[C:16]([NH:15][CH:11]([CH:12]([CH3:13])[CH3:14])[C:10]([N:9]1[CH2:8][CH2:7][S:6][CH:5]1[C:3]([OH:4])=[O:2])=[O:29])=[O:28])=[O:22])([CH3:27])([CH3:26])[CH3:25], predict the reactants needed to synthesize it. The reactants are: C[O:2][C:3]([CH:5]1[N:9]([C:10](=[O:29])[CH:11]([NH:15][C:16](=[O:28])[CH:17]([N:19]([C:21]([O:23][C:24]([CH3:27])([CH3:26])[CH3:25])=[O:22])[CH3:20])[CH3:18])[CH:12]([CH3:14])[CH3:13])[CH2:8][CH2:7][S:6]1)=[O:4].[Li+].[OH-].Cl. (5) Given the product [CH2:1]([O:3][C:4]1[N:8]([C:9]2[C:17]3[O:16][CH2:15][C@@H:14]([NH:18][C:19]4[CH:31]=[CH:30][C:22]5[C@H:23]([CH2:26][C:27]([O-:29])=[O:28])[CH2:24][O:25][C:21]=5[CH:20]=4)[C:13]=3[CH:12]=[CH:11][CH:10]=2)[C:7]2[CH:32]=[C:33]([F:36])[CH:34]=[CH:35][C:6]=2[N:5]=1)[CH3:2].[Na+:38], predict the reactants needed to synthesize it. The reactants are: [CH2:1]([O:3][C:4]1[N:8]([C:9]2[C:17]3[O:16][CH2:15][C@@H:14]([NH:18][C:19]4[CH:31]=[CH:30][C:22]5[C@H:23]([CH2:26][C:27]([OH:29])=[O:28])[CH2:24][O:25][C:21]=5[CH:20]=4)[C:13]=3[CH:12]=[CH:11][CH:10]=2)[C:7]2[CH:32]=[C:33]([F:36])[CH:34]=[CH:35][C:6]=2[N:5]=1)[CH3:2].[OH-].[Na+:38]. (6) Given the product [CH2:19]([O:21][C:22]([C:24]1[N:25]([CH2:44][C:45]2[CH:50]=[CH:49][CH:48]=[C:47]([O:51][C:52]3[CH:53]=[CH:54][CH:55]=[CH:56][CH:57]=3)[CH:46]=2)[C:26]2[C:31]([C:32]=1[C:6]1[S:7][CH:8]=[CH:9][CH:10]=1)=[CH:30][CH:29]=[C:28]([C:34]1[CH:35]=[CH:36][C:37]([C:40]([CH3:43])([CH3:42])[CH3:41])=[CH:38][CH:39]=1)[CH:27]=2)=[O:23])[CH3:20], predict the reactants needed to synthesize it. The reactants are: C([Sn](CCCC)(CCCC)[C:6]1[S:7][CH:8]=[CH:9][CH:10]=1)CCC.[CH2:19]([O:21][C:22]([C:24]1[N:25]([CH2:44][C:45]2[CH:50]=[CH:49][CH:48]=[C:47]([O:51][C:52]3[CH:57]=[CH:56][CH:55]=[CH:54][CH:53]=3)[CH:46]=2)[C:26]2[C:31]([C:32]=1I)=[CH:30][CH:29]=[C:28]([C:34]1[CH:39]=[CH:38][C:37]([C:40]([CH3:43])([CH3:42])[CH3:41])=[CH:36][CH:35]=1)[CH:27]=2)=[O:23])[CH3:20]. (7) Given the product [Br:1][C:2]1[CH:7]=[CH:6][C:5]([N:8]2[CH:12]=[CH:11][C:10]([N:13]([CH3:22])[C:14](=[O:19])[C:15]([F:18])([F:16])[F:17])=[N:9]2)=[CH:4][C:3]=1[O:20][CH3:21], predict the reactants needed to synthesize it. The reactants are: [Br:1][C:2]1[CH:7]=[CH:6][C:5]([N:8]2[CH:12]=[CH:11][C:10]([NH:13][C:14](=[O:19])[C:15]([F:18])([F:17])[F:16])=[N:9]2)=[CH:4][C:3]=1[O:20][CH3:21].[C:22]([O-])([O-])=O.[K+].[K+].CI.O.